Task: Predict which catalyst facilitates the given reaction.. Dataset: Catalyst prediction with 721,799 reactions and 888 catalyst types from USPTO (1) Reactant: [Br:1][C:2]1[CH:7]=[CH:6][C:5]([CH:8](Cl)[N:9]=[C:10]=[O:11])=[CH:4][CH:3]=1.[CH3:13][C:14]1([CH3:32])[CH2:19][C:18](=[O:20])[CH:17]=[C:16]([NH:21][C:22]2[CH:27]=[CH:26][CH:25]=[C:24]([C:28]([F:31])([F:30])[F:29])[CH:23]=2)[CH2:15]1. Product: [Br:1][C:2]1[CH:7]=[CH:6][C:5]([CH:8]2[C:17]3[C:18](=[O:20])[CH2:19][C:14]([CH3:32])([CH3:13])[CH2:15][C:16]=3[N:21]([C:22]3[CH:27]=[CH:26][CH:25]=[C:24]([C:28]([F:29])([F:30])[F:31])[CH:23]=3)[C:10](=[O:11])[NH:9]2)=[CH:4][CH:3]=1. The catalyst class is: 4. (2) Reactant: [F:1][C:2]1[N:7]=[C:6]([O:8][C:9]2[CH:14]=[CH:13][C:12]([C:15]#[C:16][CH2:17]O)=[CH:11][C:10]=2[O:19][CH3:20])[CH:5]=[CH:4][CH:3]=1.C(N(CC)CC)C.CS([Cl:32])(=O)=O.[NH4+].[Cl-]. Product: [Cl:32][CH2:17][CH2:16][CH2:15][C:12]1[CH:13]=[CH:14][C:9]([O:8][C:6]2[CH:5]=[CH:4][CH:3]=[C:2]([F:1])[N:7]=2)=[C:10]([O:19][CH3:20])[CH:11]=1. The catalyst class is: 4. (3) Reactant: [CH3:1][C:2]([CH3:18])([CH3:17])[CH2:3][CH2:4][C:5]1[CH:10]=[C:9]([C:11]([F:14])([F:13])[F:12])[CH:8]=[CH:7][C:6]=1[CH2:15][NH2:16].[O-:19][C:20]#[N:21].[K+].C(O)(=O)C. Product: [CH3:1][C:2]([CH3:18])([CH3:17])[CH2:3][CH2:4][C:5]1[CH:10]=[C:9]([C:11]([F:12])([F:13])[F:14])[CH:8]=[CH:7][C:6]=1[CH2:15][NH:16][C:20]([NH2:21])=[O:19]. The catalyst class is: 299.